Dataset: Full USPTO retrosynthesis dataset with 1.9M reactions from patents (1976-2016). Task: Predict the reactants needed to synthesize the given product. Given the product [O:19]([C:16]1[CH:15]=[CH:14][C:13]([CH2:12][CH:2]([NH:1][C:35]([C:24]2[CH:25]=[CH:26][CH:27]=[C:28]3[CH2:34][CH2:33][CH2:32][CH:31]=[CH:30][C:29]=23)=[O:36])[CH:3]([C:5]2[CH:10]=[CH:9][CH:8]=[C:7]([Cl:11])[CH:6]=2)[OH:4])=[CH:18][CH:17]=1)[C:20]([CH3:23])([CH3:22])[CH3:21], predict the reactants needed to synthesize it. The reactants are: [NH2:1][CH:2]([CH2:12][C:13]1[CH:18]=[CH:17][C:16]([O:19][C:20]([CH3:23])([CH3:22])[CH3:21])=[CH:15][CH:14]=1)[CH:3]([C:5]1[CH:10]=[CH:9][CH:8]=[C:7]([Cl:11])[CH:6]=1)[OH:4].[C:24]1([C:35](O)=[O:36])[CH:25]=[CH:26][CH:27]=[C:28]2[CH2:34][CH2:33][CH2:32][CH:31]=[CH:30][C:29]=12.Cl.C(N=C=NCCCN(C)C)C.O.ON1C2C=CC=CC=2N=N1.